Dataset: Reaction yield outcomes from USPTO patents with 853,638 reactions. Task: Predict the reaction yield, written as a fraction of the theoretical maximum amount of product (1.0 means a 100% yield; for example, 0.34 means a 34% yield). (1) The reactants are [Cl:1][C:2]1[CH:7]=[C:6](I)[CH:5]=[C:4]([Cl:9])[N:3]=1.[C@H:10]12[CH2:16][C@H:13]([NH:14][CH2:15]1)[CH2:12][O:11]2.C(=O)([O-])[O-].[Cs+].[Cs+].CC1(C)C2C(=C(P(C3C=CC=CC=3)C3C=CC=CC=3)C=CC=2)OC2C(P(C3C=CC=CC=3)C3C=CC=CC=3)=CC=CC1=2. The catalyst is O1CCOCC1.C1C=CC(/C=C/C(/C=C/C2C=CC=CC=2)=O)=CC=1.C1C=CC(/C=C/C(/C=C/C2C=CC=CC=2)=O)=CC=1.C1C=CC(/C=C/C(/C=C/C2C=CC=CC=2)=O)=CC=1.[Pd].[Pd]. The product is [Cl:1][C:2]1[CH:7]=[C:6]([N:14]2[CH2:15][C@@H:10]3[CH2:16][C@H:13]2[CH2:12][O:11]3)[CH:5]=[C:4]([Cl:9])[N:3]=1. The yield is 0.350. (2) The reactants are O.[NH2:2][NH2:3].[N:4]1([C:10]2[CH:15]=[CH:14][C:13]([NH:16][C:17](=[O:22])[C:18](OC)=[O:19])=[CH:12][CH:11]=2)[CH2:9][CH2:8][O:7][CH2:6][CH2:5]1. The catalyst is CO. The product is [NH:2]([C:18](=[O:19])[C:17]([NH:16][C:13]1[CH:14]=[CH:15][C:10]([N:4]2[CH2:9][CH2:8][O:7][CH2:6][CH2:5]2)=[CH:11][CH:12]=1)=[O:22])[NH2:3]. The yield is 0.940.